From a dataset of HIV replication inhibition screening data with 41,000+ compounds from the AIDS Antiviral Screen. Binary Classification. Given a drug SMILES string, predict its activity (active/inactive) in a high-throughput screening assay against a specified biological target. (1) The drug is CCC=CC(O[Si](C)(C)C(C)(C)C)C1CC2OC(=O)CCCC2O1. The result is 0 (inactive). (2) The compound is Cc1ccc(C(=O)Nc2ccc(S(=O)(=O)[O-])c3cc(S(=O)(O)=[OH+])cc(S(=O)(O)=[OH+])c23)cc1NC(=O)c1cccc(NC(=O)Nc2cccc(C(=O)Nc3cc(C(=O)Nc4ccc(S(=O)(=O)[O-])c5cc(S(=O)(O)=[OH+])cc(S(=O)(O)=[OH+])c45)ccc3C)c2)c1.[GaH3]. The result is 0 (inactive). (3) The compound is CCCCCCCCCCCCCCCC=C(c1cc(Br)cc(C(=O)O)c1OC)c1cc(Br)cc(C(=O)O)c1OC.N. The result is 0 (inactive). (4) The molecule is Cn1cc[n+]([Pt-2]23[n+]4ccccc4-c4cccc([n+]42)-c2cccc[n+]23)c1.[O-][Cl+3]([O-])([O-])[O-]. The result is 0 (inactive). (5) The compound is O=C(OCC(Cl)(Cl)Cl)OCC(Cl)(Cl)Cl. The result is 0 (inactive). (6) The molecule is Cc1cccc(N=NC(=NNC(=O)c2cc(Cl)ccc2O)c2ccc(N(CCC#N)CCC#N)cc2C)c1. The result is 0 (inactive). (7) The compound is COc1cc(OC)nc(-n2c(N)c(C#N)c3ccc([N+](=O)[O-])cc3c2=O)n1. The result is 0 (inactive).